This data is from Peptide-MHC class I binding affinity with 185,985 pairs from IEDB/IMGT. The task is: Regression. Given a peptide amino acid sequence and an MHC pseudo amino acid sequence, predict their binding affinity value. This is MHC class I binding data. The peptide sequence is STNLCTHSFR. The MHC is Patr-B1301 with pseudo-sequence Patr-B1301. The binding affinity (normalized) is 0.0876.